From a dataset of Full USPTO retrosynthesis dataset with 1.9M reactions from patents (1976-2016). Predict the reactants needed to synthesize the given product. (1) Given the product [CH3:35][S:36]([C:39]1[CH:44]=[CH:43][C:42]([C:27]2[CH:26]=[C:25]([C:28]([F:30])([F:31])[F:29])[CH:24]=[CH:23][C:22]=2[O:21][C:16]2[CH:15]=[C:14]([CH:19]=[C:18]([CH3:20])[CH:17]=2)[O:13][C:10]2[CH:11]=[CH:12][C:7]([CH2:6][CH2:5][C:4]([OH:34])=[O:3])=[C:8]([CH3:33])[CH:9]=2)=[CH:41][CH:40]=1)(=[O:38])=[O:37], predict the reactants needed to synthesize it. The reactants are: C([O:3][C:4](=[O:34])[CH2:5][CH2:6][C:7]1[CH:12]=[CH:11][C:10]([O:13][C:14]2[CH:19]=[C:18]([CH3:20])[CH:17]=[C:16]([O:21][C:22]3[CH:27]=[CH:26][C:25]([C:28]([F:31])([F:30])[F:29])=[CH:24][C:23]=3Br)[CH:15]=2)=[CH:9][C:8]=1[CH3:33])C.[CH3:35][S:36]([C:39]1[CH:44]=[CH:43][C:42](B(O)O)=[CH:41][CH:40]=1)(=[O:38])=[O:37]. (2) Given the product [CH:1]1([CH2:4][O:5][C:6]2[C:13]([O:14][CH3:15])=[CH:12][C:9]([C:10]([OH:18])=[O:11])=[CH:8][C:7]=2[F:16])[CH2:3][CH2:2]1, predict the reactants needed to synthesize it. The reactants are: [CH:1]1([CH2:4][O:5][C:6]2[C:13]([O:14][CH3:15])=[CH:12][C:9]([CH:10]=[O:11])=[CH:8][C:7]=2[F:16])[CH2:3][CH2:2]1.P([O-])(O)(O)=[O:18].[Na+].CC(=CC)C.Cl([O-])=O.[Na+].Cl. (3) Given the product [ClH:79].[CH:1]1([CH2:7][C:8]([NH:17][C:14]2[CH:15]=[CH:16][C:11]([NH:18][C:44]([C@@H:41]3[CH2:42][CH2:43][C@H:39]([NH2:38])[CH2:40]3)=[O:45])=[CH:12][CH:13]=2)=[O:10])[CH2:2][CH2:3][CH2:4][CH2:5][CH2:6]1, predict the reactants needed to synthesize it. The reactants are: [CH:1]1([CH2:7][C:8]([OH:10])=O)[CH2:6][CH2:5][CH2:4][CH2:3][CH2:2]1.[C:11]1([NH2:18])[CH:16]=[CH:15][C:14]([NH2:17])=[CH:13][CH:12]=1.C(N1C=CN=C1)(N1C=CN=C1)=O.C([NH:38][C@@H:39]1[CH2:43][CH2:42][C@H:41]([C:44](O)=[O:45])[CH2:40]1)(OC(C)(C)C)=O.C1CCC(N=C=NC2CCCCC2)CC1.C1C=CC2N(O)N=NC=2C=1.C(O)(C(F)(F)F)=O.[ClH:79]. (4) The reactants are: [N:1]([C@H:4]1[C@@H:9]([CH3:10])[CH2:8][N:7]([C:11]2[CH:16]=[CH:15][N:14]=[CH:13][C:12]=2[N:17]([C:25]([O:27][C:28]([CH3:31])([CH3:30])[CH3:29])=[O:26])[C:18]([O:20][C:21]([CH3:24])([CH3:23])[CH3:22])=[O:19])[CH2:6][C@H:5]1[NH:32][C:33]([O:35][C:36]([CH3:39])([CH3:38])[CH3:37])=[O:34])=[N+:2]=[N-:3].[CH:40](OC(=O)C)=[CH2:41]. Given the product [C:36]([O:35][C:33]([NH:32][C@H:5]1[C@@H:4]([N:1]2[CH:41]=[CH:40][N:3]=[N:2]2)[C@@H:9]([CH3:10])[CH2:8][N:7]([C:11]2[CH:16]=[CH:15][N:14]=[CH:13][C:12]=2[N:17]([C:25]([O:27][C:28]([CH3:29])([CH3:31])[CH3:30])=[O:26])[C:18]([O:20][C:21]([CH3:24])([CH3:23])[CH3:22])=[O:19])[CH2:6]1)=[O:34])([CH3:38])([CH3:37])[CH3:39], predict the reactants needed to synthesize it. (5) Given the product [CH3:1][N:2]1[C@@H:7]2[CH2:8][C:9]3[CH:14]=[CH:13][C:12]([O:15][CH3:16])=[C:11]4[O:17][C@H:18]5[C:19]([CH2:20][CH2:21][C@@H:6]2[C@:5]5([C:10]=34)[CH2:4][CH2:3]1)=[O:22].[S:24]([O-:27])([O-:26])(=[O:25])=[O:23], predict the reactants needed to synthesize it. The reactants are: [CH3:1][N:2]1[C@@H:7]2[CH2:8][C:9]3[CH:14]=[CH:13][C:12]([O:15][CH3:16])=[C:11]4[O:17][C@H:18]5[C@@H:19]([OH:22])[CH:20]=[CH:21][C@@H:6]2[C@:5]5([C:10]=34)[CH2:4][CH2:3]1.[OH:23][S:24]([OH:27])(=[O:26])=[O:25].CN1[C@@H]2CC3C=CC(OC)=C4O[C@H]5C(CC[C@@H]2[C@]5(C=34)CC1)=O.[OH-].[Na+]. (6) Given the product [CH3:1][O:2][C:3]1[CH:4]=[C:5](/[CH:15]=[CH:16]/[C:17]2[NH:19][CH:20]=[C:21]([C:22]3[CH:27]=[CH:26][CH:25]=[CH:24][CH:23]=3)[N:33]=2)[CH:6]=[CH:7][C:8]=1[N:9]1[CH:13]=[C:12]([CH3:14])[N:11]=[CH:10]1, predict the reactants needed to synthesize it. The reactants are: [CH3:1][O:2][C:3]1[CH:4]=[C:5](/[CH:15]=[CH:16]/[C:17]([NH:19][CH2:20][C:21](=O)[C:22]2[CH:27]=[CH:26][CH:25]=[CH:24][CH:23]=2)=O)[CH:6]=[CH:7][C:8]=1[N:9]1[CH:13]=[C:12]([CH3:14])[N:11]=[CH:10]1.C([O-])(=O)C.[NH4+:33]. (7) Given the product [F:16][C:17]1[CH:23]=[C:22]([N+:24]([O-:26])=[O:25])[CH:21]=[CH:20][C:18]=1[NH:19][C:2]1[C:11]2[C:6](=[CH:7][C:8]([O:14][CH3:15])=[C:9]([O:12][CH3:13])[CH:10]=2)[N:5]=[CH:4][N:3]=1, predict the reactants needed to synthesize it. The reactants are: Cl[C:2]1[C:11]2[C:6](=[CH:7][C:8]([O:14][CH3:15])=[C:9]([O:12][CH3:13])[CH:10]=2)[N:5]=[CH:4][N:3]=1.[F:16][C:17]1[CH:23]=[C:22]([N+:24]([O-:26])=[O:25])[CH:21]=[CH:20][C:18]=1[NH2:19].C(=O)([O-])[O-].[Cs+].[Cs+].